From a dataset of Full USPTO retrosynthesis dataset with 1.9M reactions from patents (1976-2016). Predict the reactants needed to synthesize the given product. (1) Given the product [C:4]([O:3][C:1]([N:8]1[CH2:9][CH2:10][N:11]([C:19]2[C:15]([Cl:14])=[N:16][S:17][N:18]=2)[CH2:12][CH2:13]1)=[O:2])([CH3:7])([CH3:6])[CH3:5], predict the reactants needed to synthesize it. The reactants are: [C:1]([N:8]1[CH2:13][CH2:12][NH:11][CH2:10][CH2:9]1)([O:3][C:4]([CH3:7])([CH3:6])[CH3:5])=[O:2].[Cl:14][C:15]1[C:19](Cl)=[N:18][S:17][N:16]=1.Cl. (2) The reactants are: [NH2:1][C:2]1[CH:11]=[CH:10][C:5]([C:6]([O:8][CH3:9])=[O:7])=[C:4]([O:12][CH3:13])[CH:3]=1.Cl[C:15]1[N:20]=[C:19]([C:21]2[CH:22]=[CH:23][C:24]([O:29][CH:30]3[CH2:35][CH2:34][O:33][CH2:32][CH2:31]3)=[C:25]([CH:28]=2)[C:26]#[N:27])[CH:18]=[CH:17][N:16]=1. Given the product [C:26]([C:25]1[CH:28]=[C:21]([C:19]2[CH:18]=[CH:17][N:16]=[C:15]([NH:1][C:2]3[CH:11]=[CH:10][C:5]([C:6]([O:8][CH3:9])=[O:7])=[C:4]([O:12][CH3:13])[CH:3]=3)[N:20]=2)[CH:22]=[CH:23][C:24]=1[O:29][CH:30]1[CH2:35][CH2:34][O:33][CH2:32][CH2:31]1)#[N:27], predict the reactants needed to synthesize it. (3) Given the product [CH:29]1([C:35]2[NH:39][C:38](=[O:40])[C:37]3([CH2:41][CH2:42][N:43]([C:22]([C@@H:7]4[CH2:8][C@H:9]([N:11]([CH2:13][C:14]5[CH:19]=[CH:18][C:17]([F:20])=[CH:16][C:15]=5[F:21])[CH3:12])[CH2:10][N:6]4[CH2:5][C:4]4[CH:25]=[CH:26][C:27]([Cl:28])=[C:2]([Cl:1])[CH:3]=4)=[O:23])[CH2:44][CH2:45]3)[N:36]=2)[CH2:30][CH2:31][CH2:32][CH2:33][CH2:34]1, predict the reactants needed to synthesize it. The reactants are: [Cl:1][C:2]1[CH:3]=[C:4]([CH:25]=[CH:26][C:27]=1[Cl:28])[CH2:5][N:6]1[CH2:10][C@@H:9]([N:11]([CH2:13][C:14]2[CH:19]=[CH:18][C:17]([F:20])=[CH:16][C:15]=2[F:21])[CH3:12])[CH2:8][C@H:7]1[C:22](O)=[O:23].[CH:29]1([C:35]2[NH:39][C:38](=[O:40])[C:37]3([CH2:45][CH2:44][NH:43][CH2:42][CH2:41]3)[N:36]=2)[CH2:34][CH2:33][CH2:32][CH2:31][CH2:30]1. (4) The reactants are: [CH:1]([C@H:4]1[C@@H:8]2[C@@H:9]3[C@@:22]([CH3:25])([CH2:23][CH2:24][C@@:7]2([C:38]([O:40][CH2:41][C:42]2[CH:47]=[CH:46][CH:45]=[CH:44][CH:43]=2)=[O:39])[CH2:6][CH2:5]1)[C@@:21]1([CH3:26])[C@@H:12]([C@:13]2([CH3:37])[C@@H:18]([CH2:19][CH2:20]1)[C:17]([CH3:28])([CH3:27])[C:16](OS(C(F)(F)F)(=O)=O)=[CH:15][CH2:14]2)[CH2:11][CH2:10]3)([CH3:3])[CH3:2].[CH3:48][O:49][C:50]([C:52]1[CH:57]=[CH:56][C:55](B(O)O)=[CH:54][CH:53]=1)=[O:51].C(=O)([O-])[O-].[Na+].[Na+]. Given the product [CH:1]([C@H:4]1[C@@H:8]2[C@@H:9]3[C@@:22]([CH3:25])([CH2:23][CH2:24][C@@:7]2([C:38]([O:40][CH2:41][C:42]2[CH:43]=[CH:44][CH:45]=[CH:46][CH:47]=2)=[O:39])[CH2:6][CH2:5]1)[C@@:21]1([CH3:26])[C@@H:12]([C@:13]2([CH3:37])[C@@H:18]([CH2:19][CH2:20]1)[C:17]([CH3:27])([CH3:28])[C:16]([C:55]1[CH:56]=[CH:57][C:52]([C:50]([O:49][CH3:48])=[O:51])=[CH:53][CH:54]=1)=[CH:15][CH2:14]2)[CH2:11][CH2:10]3)([CH3:3])[CH3:2], predict the reactants needed to synthesize it. (5) Given the product [Cl:1][C:2]1[CH:7]=[CH:6][C:5]([O:8][CH2:17][CH:16]=[CH2:15])=[CH:4][CH:3]=1, predict the reactants needed to synthesize it. The reactants are: [Cl:1][C:2]1[CH:7]=[CH:6][C:5]([OH:8])=[CH:4][CH:3]=1.C(=O)([O-])[O-].[K+].[K+].[CH2:15](Br)[CH:16]=[CH2:17].